From a dataset of Full USPTO retrosynthesis dataset with 1.9M reactions from patents (1976-2016). Predict the reactants needed to synthesize the given product. (1) Given the product [Br:38][CH2:39][C:40]([N:18]([CH:15]1[CH2:16][CH2:17][N:12]([CH2:11][CH2:10][C@@H:9]([C:4]2[CH:5]=[C:6]([F:8])[CH:7]=[C:2]([F:1])[CH:3]=2)[C:21]2[CH:26]=[CH:25][C:24]([S:27]([CH3:30])(=[O:29])=[O:28])=[CH:23][CH:22]=2)[CH2:13][CH2:14]1)[CH2:19][CH3:20])=[O:41], predict the reactants needed to synthesize it. The reactants are: [F:1][C:2]1[CH:3]=[C:4]([C@@H:9]([C:21]2[CH:26]=[CH:25][C:24]([S:27]([CH3:30])(=[O:29])=[O:28])=[CH:23][CH:22]=2)[CH2:10][CH2:11][N:12]2[CH2:17][CH2:16][CH:15]([NH:18][CH2:19][CH3:20])[CH2:14][CH2:13]2)[CH:5]=[C:6]([F:8])[CH:7]=1.C(N(CC)CC)C.[Br:38][CH2:39][C:40](Cl)=[O:41]. (2) Given the product [C:26]([O:24][CH2:23][C:20]1[CH:21]=[CH:22][C:17]([C@H:10]([CH:7]2[CH2:9][CH2:8]2)[C@H:11]([CH3:16])[C:12]([O:14][CH3:15])=[O:13])=[CH:18][C:19]=1[OH:25])(=[O:28])[CH3:27], predict the reactants needed to synthesize it. The reactants are: N1C=CC=CC=1.[CH:7]1([C@@H:10]([C:17]2[CH:22]=[CH:21][C:20]([CH2:23][OH:24])=[C:19]([OH:25])[CH:18]=2)[C@H:11]([CH3:16])[C:12]([O:14][CH3:15])=[O:13])[CH2:9][CH2:8]1.[C:26](Cl)(=[O:28])[CH3:27]. (3) Given the product [CH2:4]([N:11]1[C:16](=[O:17])[CH:15]=[C:14]([S:2][CH2:23][CH:22]([O:25][CH3:26])[O:21][CH3:20])[NH:13][C:12]1=[O:19])[C:5]1[CH:10]=[CH:9][CH:8]=[CH:7][CH:6]=1, predict the reactants needed to synthesize it. The reactants are: O.[SH-:2].[Na+].[CH2:4]([N:11]1[C:16](=[O:17])[CH:15]=[C:14](Cl)[NH:13][C:12]1=[O:19])[C:5]1[CH:10]=[CH:9][CH:8]=[CH:7][CH:6]=1.[CH3:20][O:21][CH:22]([O:25][CH3:26])[CH2:23]Br. (4) Given the product [Br:16][CH2:8][CH:6]([OH:7])[CH2:5][O:4][C:3]1[C:9]([O:14][CH3:15])=[CH:10][C:11]([F:13])=[CH:12][C:2]=1[F:1], predict the reactants needed to synthesize it. The reactants are: [F:1][C:2]1[CH:12]=[C:11]([F:13])[CH:10]=[C:9]([O:14][CH3:15])[C:3]=1[O:4][CH2:5][CH:6]1[CH2:8][O:7]1.[BrH:16].